This data is from Peptide-MHC class I binding affinity with 185,985 pairs from IEDB/IMGT. The task is: Regression. Given a peptide amino acid sequence and an MHC pseudo amino acid sequence, predict their binding affinity value. This is MHC class I binding data. (1) The peptide sequence is ELNIVDEIIK. The MHC is HLA-A11:01 with pseudo-sequence HLA-A11:01. The binding affinity (normalized) is 0.0894. (2) The peptide sequence is KTSRPTAPSSG. The MHC is Mamu-A02 with pseudo-sequence Mamu-A02. The binding affinity (normalized) is 0.140. (3) The binding affinity (normalized) is 0.668. The peptide sequence is ILSNKLLYA. The MHC is HLA-A02:01 with pseudo-sequence HLA-A02:01. (4) The peptide sequence is NIILKANF. The MHC is HLA-A23:01 with pseudo-sequence HLA-A23:01. The binding affinity (normalized) is 0. (5) The peptide sequence is IDPLIVSTS. The MHC is HLA-B44:02 with pseudo-sequence HLA-B44:02. The binding affinity (normalized) is 0. (6) The peptide sequence is FYQKTGEKS. The MHC is HLA-A23:01 with pseudo-sequence HLA-A23:01. The binding affinity (normalized) is 0.0878. (7) The peptide sequence is IMNEGWASF. The MHC is HLA-A11:01 with pseudo-sequence HLA-A11:01. The binding affinity (normalized) is 0.0847. (8) The peptide sequence is MLELWERGTL. The MHC is Mamu-B08 with pseudo-sequence Mamu-B08. The binding affinity (normalized) is 0. (9) The peptide sequence is RGYVFQGL. The MHC is Mamu-A2601 with pseudo-sequence Mamu-A2601. The binding affinity (normalized) is 0.141.